From a dataset of Catalyst prediction with 721,799 reactions and 888 catalyst types from USPTO. Predict which catalyst facilitates the given reaction. (1) Reactant: [C:1]1([CH3:28])[CH:6]=[CH:5][C:4]([C:7]([C:9]2[CH:14]=[C:13]([C:15]([C:17]3[CH:22]=[CH:21][C:20]([CH3:23])=[CH:19][CH:18]=3)=[O:16])[C:12]([O:24]C)=[CH:11][C:10]=2[O:26]C)=[O:8])=[CH:3][CH:2]=1. Product: [C:20]1([CH3:23])[CH:19]=[CH:18][C:17]([C:15]([C:13]2[CH:14]=[C:9]([C:7]([C:4]3[CH:3]=[CH:2][C:1]([CH3:28])=[CH:6][CH:5]=3)=[O:8])[C:10]([OH:26])=[CH:11][C:12]=2[OH:24])=[O:16])=[CH:22][CH:21]=1. The catalyst class is: 33. (2) Reactant: [Cl:1][C:2]1[CH:10]=[CH:9][C:5]([C:6]([OH:8])=O)=[CH:4][C:3]=1[C:11]([F:14])([F:13])[F:12].C1N=CN(C(N2C=NC=C2)=O)C=1.[C:27]([C:29]1[C:30]([C:43]([F:46])([F:45])[F:44])=[C:31]2[C:35](=[CH:36][CH:37]=1)[N:34]([CH2:38][C:39](=[NH:42])[NH:40]O)[CH:33]=[CH:32]2)#[N:28]. Product: [Cl:1][C:2]1[CH:10]=[CH:9][C:5]([C:6]2[O:8][N:42]=[C:39]([CH2:38][N:34]3[C:35]4[C:31](=[C:30]([C:43]([F:46])([F:44])[F:45])[C:29]([C:27]#[N:28])=[CH:37][CH:36]=4)[CH:32]=[CH:33]3)[N:40]=2)=[CH:4][C:3]=1[C:11]([F:14])([F:13])[F:12]. The catalyst class is: 23.